This data is from NCI-60 drug combinations with 297,098 pairs across 59 cell lines. The task is: Regression. Given two drug SMILES strings and cell line genomic features, predict the synergy score measuring deviation from expected non-interaction effect. (1) Drug 1: C1CCC(CC1)NC(=O)N(CCCl)N=O. Drug 2: C(CN)CNCCSP(=O)(O)O. Cell line: A498. Synergy scores: CSS=4.19, Synergy_ZIP=-1.69, Synergy_Bliss=-1.47, Synergy_Loewe=-11.5, Synergy_HSA=-2.28. (2) Drug 1: CC12CCC(CC1=CCC3C2CCC4(C3CC=C4C5=CN=CC=C5)C)O. Drug 2: CCC1=CC2CC(C3=C(CN(C2)C1)C4=CC=CC=C4N3)(C5=C(C=C6C(=C5)C78CCN9C7C(C=CC9)(C(C(C8N6C)(C(=O)OC)O)OC(=O)C)CC)OC)C(=O)OC.C(C(C(=O)O)O)(C(=O)O)O. Cell line: NCI/ADR-RES. Synergy scores: CSS=2.34, Synergy_ZIP=-3.88, Synergy_Bliss=-4.81, Synergy_Loewe=-4.76, Synergy_HSA=-4.76. (3) Drug 1: CC=C1C(=O)NC(C(=O)OC2CC(=O)NC(C(=O)NC(CSSCCC=C2)C(=O)N1)C(C)C)C(C)C. Drug 2: CC1=C(N=C(N=C1N)C(CC(=O)N)NCC(C(=O)N)N)C(=O)NC(C(C2=CN=CN2)OC3C(C(C(C(O3)CO)O)O)OC4C(C(C(C(O4)CO)O)OC(=O)N)O)C(=O)NC(C)C(C(C)C(=O)NC(C(C)O)C(=O)NCCC5=NC(=CS5)C6=NC(=CS6)C(=O)NCCC[S+](C)C)O. Cell line: SF-295. Synergy scores: CSS=56.5, Synergy_ZIP=1.80, Synergy_Bliss=1.47, Synergy_Loewe=3.01, Synergy_HSA=5.79. (4) Drug 1: CC1=C2C(C(=O)C3(C(CC4C(C3C(C(C2(C)C)(CC1OC(=O)C(C(C5=CC=CC=C5)NC(=O)OC(C)(C)C)O)O)OC(=O)C6=CC=CC=C6)(CO4)OC(=O)C)OC)C)OC. Drug 2: C1CCN(CC1)CCOC2=CC=C(C=C2)C(=O)C3=C(SC4=C3C=CC(=C4)O)C5=CC=C(C=C5)O. Cell line: HCT116. Synergy scores: CSS=75.6, Synergy_ZIP=20.0, Synergy_Bliss=19.9, Synergy_Loewe=-14.8, Synergy_HSA=18.7. (5) Drug 1: C(=O)(N)NO. Drug 2: C1C(C(OC1N2C=NC(=NC2=O)N)CO)O. Cell line: BT-549. Synergy scores: CSS=17.2, Synergy_ZIP=0.987, Synergy_Bliss=3.19, Synergy_Loewe=-2.59, Synergy_HSA=5.83. (6) Drug 1: C1=NC(=NC(=O)N1C2C(C(C(O2)CO)O)O)N. Drug 2: C1CNP(=O)(OC1)N(CCCl)CCCl. Cell line: KM12. Synergy scores: CSS=37.6, Synergy_ZIP=0.0357, Synergy_Bliss=5.65, Synergy_Loewe=-43.4, Synergy_HSA=5.29. (7) Drug 1: CC1=C(C=C(C=C1)NC(=O)C2=CC=C(C=C2)CN3CCN(CC3)C)NC4=NC=CC(=N4)C5=CN=CC=C5. Drug 2: CC1C(C(CC(O1)OC2CC(OC(C2O)C)OC3=CC4=CC5=C(C(=O)C(C(C5)C(C(=O)C(C(C)O)O)OC)OC6CC(C(C(O6)C)O)OC7CC(C(C(O7)C)O)OC8CC(C(C(O8)C)O)(C)O)C(=C4C(=C3C)O)O)O)O. Cell line: A498. Synergy scores: CSS=26.3, Synergy_ZIP=1.07, Synergy_Bliss=-1.87, Synergy_Loewe=-42.2, Synergy_HSA=-4.32. (8) Drug 1: C1=NC(=NC(=O)N1C2C(C(C(O2)CO)O)O)N. Drug 2: C(CC(=O)O)C(=O)CN.Cl. Cell line: NCI/ADR-RES. Synergy scores: CSS=11.4, Synergy_ZIP=1.26, Synergy_Bliss=6.03, Synergy_Loewe=1.92, Synergy_HSA=3.57. (9) Drug 1: CC(C)NC(=O)C1=CC=C(C=C1)CNNC.Cl. Drug 2: CC12CCC3C(C1CCC2OP(=O)(O)O)CCC4=C3C=CC(=C4)OC(=O)N(CCCl)CCCl.[Na+]. Cell line: MALME-3M. Synergy scores: CSS=6.55, Synergy_ZIP=0.219, Synergy_Bliss=5.70, Synergy_Loewe=2.03, Synergy_HSA=4.14. (10) Drug 1: C1=CC(=CC=C1CCC2=CNC3=C2C(=O)NC(=N3)N)C(=O)NC(CCC(=O)O)C(=O)O. Drug 2: CC1=C2C(C(=O)C3(C(CC4C(C3C(C(C2(C)C)(CC1OC(=O)C(C(C5=CC=CC=C5)NC(=O)C6=CC=CC=C6)O)O)OC(=O)C7=CC=CC=C7)(CO4)OC(=O)C)O)C)OC(=O)C. Cell line: SNB-75. Synergy scores: CSS=22.6, Synergy_ZIP=-4.58, Synergy_Bliss=-4.22, Synergy_Loewe=-1.42, Synergy_HSA=-0.482.